From a dataset of CYP3A4 inhibition data for predicting drug metabolism from PubChem BioAssay. Regression/Classification. Given a drug SMILES string, predict its absorption, distribution, metabolism, or excretion properties. Task type varies by dataset: regression for continuous measurements (e.g., permeability, clearance, half-life) or binary classification for categorical outcomes (e.g., BBB penetration, CYP inhibition). Dataset: cyp3a4_veith. (1) The drug is Cc1ccc(C)c(S(=O)(=O)NCc2ccc(C(=O)N3CCC(Cc4ccccc4)CC3)cc2)c1. The result is 1 (inhibitor). (2) The compound is COc1ccccc1CNc1nc(-c2cccc(C#N)c2)nc2ccccc12. The result is 1 (inhibitor). (3) The compound is CC1CCOC2(O1)C(=O)N(CN1CCN(c3ccccc3F)CC1)c1ccccc12. The result is 0 (non-inhibitor). (4) The molecule is O=P(Nc1ccccc1)(Nc1ccccc1)Oc1cccc(Cl)c1. The result is 0 (non-inhibitor).